This data is from Full USPTO retrosynthesis dataset with 1.9M reactions from patents (1976-2016). The task is: Predict the reactants needed to synthesize the given product. (1) Given the product [ClH:1].[CH:13]1([NH:19][C:10]2[C:9]3[C:4](=[CH:5][CH:6]=[CH:7][CH:8]=3)[N:3]=[C:2]([N:24]3[C:23]([CH:20]([CH3:21])[CH3:22])=[CH:27][C:26]([CH:28]([CH3:30])[CH3:29])=[N:25]3)[N:11]=2)[CH2:18][CH2:17][CH2:16][CH2:15][CH2:14]1, predict the reactants needed to synthesize it. The reactants are: [Cl:1][C:2]1[N:11]=[C:10](Cl)[C:9]2[C:4](=[CH:5][CH:6]=[CH:7][CH:8]=2)[N:3]=1.[CH:13]1([NH2:19])[CH2:18][CH2:17][CH2:16][CH2:15][CH2:14]1.[CH:20]([C:23]1[CH:27]=[C:26]([CH:28]([CH3:30])[CH3:29])[NH:25][N:24]=1)([CH3:22])[CH3:21].[H-].[Na+]. (2) The reactants are: [C:1]1([CH2:7][N:8]([CH2:18][C:19]2[CH:24]=[CH:23][CH:22]=[CH:21][CH:20]=2)[C:9]2[S:13][C:12]([C:14]([NH:16][NH2:17])=[O:15])=[CH:11][CH:10]=2)[CH:6]=[CH:5][CH:4]=[CH:3][CH:2]=1.[NH:25]([C:34]([O:36][CH2:37][C:38]1[CH:43]=[CH:42][CH:41]=[CH:40][CH:39]=1)=[O:35])[C@H:26]([C:31](O)=[O:32])[CH2:27][CH:28]([CH3:30])[CH3:29].C(Cl)CCl.C1C=CC2N(O)N=NC=2C=1. Given the product [CH3:29][CH:28]([CH3:30])[CH2:27][C@H:26]([NH:25][C:34]([O:36][CH2:37][C:38]1[CH:43]=[CH:42][CH:41]=[CH:40][CH:39]=1)=[O:35])[C:31]([NH:17][NH:16][C:14]([C:12]1[S:13][C:9]([N:8]([CH2:7][C:1]2[CH:2]=[CH:3][CH:4]=[CH:5][CH:6]=2)[CH2:18][C:19]2[CH:24]=[CH:23][CH:22]=[CH:21][CH:20]=2)=[CH:10][CH:11]=1)=[O:15])=[O:32], predict the reactants needed to synthesize it. (3) Given the product [C:1]([O:18][CH2:19][CH:20]([CH2:22][O:23][Si:29]([C:32]([CH3:35])([CH3:34])[CH3:33])([CH3:31])[CH3:30])[OH:21])(=[O:17])[CH2:2][CH2:3][CH2:4][CH2:5][CH2:6][CH2:7][CH2:8][CH2:9][CH2:10][CH2:11][CH2:12][CH2:13][CH2:14][CH2:15][CH3:16], predict the reactants needed to synthesize it. The reactants are: [C:1]([O:18][CH2:19][CH:20]([CH2:22][OH:23])[OH:21])(=[O:17])[CH2:2][CH2:3][CH2:4][CH2:5][CH2:6][CH2:7][CH2:8][CH2:9][CH2:10][CH2:11][CH2:12][CH2:13][CH2:14][CH2:15][CH3:16].N1C=CN=C1.[Si:29](Cl)([C:32]([CH3:35])([CH3:34])[CH3:33])([CH3:31])[CH3:30]. (4) Given the product [CH3:24][N:23]([CH3:25])[C:22]([C:4]1[CH:3]=[C:2]([C:27]2[CH:32]=[CH:31][CH:30]=[CH:29][CH:28]=2)[CH:7]=[CH:6][C:5]=1[CH2:8][N:9]1[CH2:14][CH2:13][N:12]([C:15]([O:17][C:18]([CH3:21])([CH3:20])[CH3:19])=[O:16])[CH2:11][CH2:10]1)=[O:26], predict the reactants needed to synthesize it. The reactants are: Br[C:2]1[CH:7]=[CH:6][C:5]([CH2:8][N:9]2[CH2:14][CH2:13][N:12]([C:15]([O:17][C:18]([CH3:21])([CH3:20])[CH3:19])=[O:16])[CH2:11][CH2:10]2)=[C:4]([C:22](=[O:26])[N:23]([CH3:25])[CH3:24])[CH:3]=1.[C:27]1(B(O)O)[CH:32]=[CH:31][CH:30]=[CH:29][CH:28]=1.C(=O)([O-])[O-].[K+].[K+].O1CCOCC1. (5) Given the product [CH3:1][N:2]([CH2:22][C@@H:23]1[C:26]2[CH:27]=[C:28]([O:33][CH3:34])[C:29]([O:31][CH3:32])=[CH:30][C:25]=2[CH2:24]1)[CH2:3][CH2:4][CH2:5][N:6]1[C:16](=[O:17])[CH2:15][C:14]2[C:9](=[CH:10][C:11]([O:20][CH3:21])=[C:12]([O:18][CH3:19])[CH:13]=2)[CH2:8][CH2:7]1, predict the reactants needed to synthesize it. The reactants are: [CH3:1][N:2]([CH2:22][C@@H:23]1[C:26]2[CH:27]=[C:28]([O:33][CH3:34])[C:29]([O:31][CH3:32])=[CH:30][C:25]=2[CH2:24]1)[CH2:3][CH2:4][CH2:5][N:6]1[C:16](=[O:17])[CH2:15][C:14]2[C:9](=[CH:10][C:11]([O:20][CH3:21])=[C:12]([O:18][CH3:19])[CH:13]=2)[CH2:8][CH2:7]1.Cl.[OH-].[Na+].